Dataset: Reaction yield outcomes from USPTO patents with 853,638 reactions. Task: Predict the reaction yield, written as a fraction of the theoretical maximum amount of product (1.0 means a 100% yield; for example, 0.34 means a 34% yield). The reactants are C(OC[O:5][C:6]1[C:15]2[C:14]([CH3:17])([CH3:16])[CH2:13][CH2:12][C:11]([CH3:19])([CH3:18])[C:10]=2[CH:9]=[C:8]([C:20]([C:22]2[CH:23]=[C:24]3[C:29](=[CH:30][CH:31]=2)[CH:28]=[C:27]([C:32]([O:34][CH3:35])=[O:33])[CH:26]=[CH:25]3)=[O:21])[CH:7]=1)C.S(=O)(=O)(O)O. The catalyst is C1COCC1.CO. The product is [OH:5][C:6]1[C:15]2[C:14]([CH3:17])([CH3:16])[CH2:13][CH2:12][C:11]([CH3:19])([CH3:18])[C:10]=2[CH:9]=[C:8]([C:20]([C:22]2[CH:23]=[C:24]3[C:29](=[CH:30][CH:31]=2)[CH:28]=[C:27]([C:32]([O:34][CH3:35])=[O:33])[CH:26]=[CH:25]3)=[O:21])[CH:7]=1. The yield is 0.840.